Dataset: Full USPTO retrosynthesis dataset with 1.9M reactions from patents (1976-2016). Task: Predict the reactants needed to synthesize the given product. (1) Given the product [CH3:18][O:25][C:1](=[O:7])[CH2:2][C@@H:3]([CH2:4][CH2:5][CH2:6][CH3:42])[C:98]([N:96]1[CH2:95][CH2:34][CH2:33][C@H:10]1[C:11]([O:13][CH2:14][C:17]1[CH:73]=[CH:74][CH:75]=[CH:76][CH:71]=1)=[O:12])=[O:99], predict the reactants needed to synthesize it. The reactants are: [C:1](Cl)(=[O:7])[CH2:2][CH2:3][CH2:4][CH2:5][CH3:6].Br[CH2:10][C:11]([O:13][C:14]([CH3:17])(C)C)=[O:12].[CH2:18]([O:25]C(=O)[C@@H]1CCCN1)C1C=CC=CC=1.[CH3:33][CH2:34]N(C(C)C)C(C)C.[CH3:42]CN=C=NCCCN(C)C.C1CN([P+](ON2N=NC3[CH:73]=[CH:74][CH:75]=[CH:76][C:71]2=3)(N2CCCC2)N2CCCC2)CC1.F[P-](F)(F)(F)(F)F.CC(C)N=C=NC(C)C.[CH3:95][N:96]([CH:98]=[O:99])C. (2) The reactants are: CS(C)=O.C(Cl)(=O)C(Cl)=O.[CH3:11][O:12][CH:13]([CH2:17][CH:18]=[CH2:19])[CH2:14][CH2:15][OH:16].C(N(CC)CC)C. Given the product [CH3:11][O:12][CH:13]([CH2:17][CH:18]=[CH2:19])[CH2:14][CH:15]=[O:16], predict the reactants needed to synthesize it. (3) Given the product [Cl:1][C:2]1[CH:3]=[C:4]2[C:8](=[CH:9][CH:10]=1)[N:7]([CH2:27][CH2:28][CH2:29][CH2:30][S:31]([CH3:34])(=[O:33])=[O:32])[C:6]([C:11]([O:13][CH2:14][CH3:15])=[O:12])=[CH:5]2, predict the reactants needed to synthesize it. The reactants are: [Cl:1][C:2]1[CH:3]=[C:4]2[C:8](=[CH:9][CH:10]=1)[NH:7][C:6]([C:11]([O:13][CH2:14][CH3:15])=[O:12])=[CH:5]2.CC1C=CC(S(O[CH2:27][CH2:28][CH2:29][CH2:30][S:31]([CH3:34])(=[O:33])=[O:32])(=O)=O)=CC=1.C(=O)([O-])[O-].[K+].[K+]. (4) The reactants are: [BH4-].[Na+].[F:3][C:4]1[CH:12]=[C:11]([F:13])[CH:10]=[C:9]2[C:5]=1[CH2:6][CH2:7][C:8]2=[O:14].C(OCC)(=O)C.O. Given the product [F:3][C:4]1[CH:12]=[C:11]([F:13])[CH:10]=[C:9]2[C:5]=1[CH2:6][CH2:7][CH:8]2[OH:14], predict the reactants needed to synthesize it. (5) The reactants are: [F:1][C:2]1[CH:11]=[C:10]2[C:5]([C:6](=[O:16])[C:7]([S:13]([CH3:15])=O)=[CH:8][N:9]2[CH3:12])=[CH:4][CH:3]=1.S(Cl)([Cl:19])=O.N1C=CC=CC=1.C(=O)=O. Given the product [Cl:19][CH2:15][S:13][C:7]1[C:6](=[O:16])[C:5]2[C:10](=[CH:11][C:2]([F:1])=[CH:3][CH:4]=2)[N:9]([CH3:12])[CH:8]=1, predict the reactants needed to synthesize it.